Task: Predict the reactants needed to synthesize the given product.. Dataset: Full USPTO retrosynthesis dataset with 1.9M reactions from patents (1976-2016) Given the product [Cl:13][C:10]1[C:9]2[C:4](=[CH:5][C:6]([F:15])=[CH:7][C:8]=2[F:14])[N:3]=[C:2]([N:21]2[CH2:20][CH2:19][N:18]([C:23]([O:25][C:26]([CH3:29])([CH3:28])[CH3:27])=[O:24])[C@H:17]([CH3:16])[CH2:22]2)[C:11]=1[CH3:12], predict the reactants needed to synthesize it. The reactants are: Cl[C:2]1[C:11]([CH3:12])=[C:10]([Cl:13])[C:9]2[C:4](=[CH:5][C:6]([F:15])=[CH:7][C:8]=2[F:14])[N:3]=1.[CH3:16][C@@H:17]1[CH2:22][NH:21][CH2:20][CH2:19][N:18]1[C:23]([O:25][C:26]([CH3:29])([CH3:28])[CH3:27])=[O:24].C1CCN2C(=NCCC2)CC1.